From a dataset of Peptide-MHC class I binding affinity with 185,985 pairs from IEDB/IMGT. Regression. Given a peptide amino acid sequence and an MHC pseudo amino acid sequence, predict their binding affinity value. This is MHC class I binding data. The peptide sequence is FMVFLQTHI. The MHC is HLA-B08:01 with pseudo-sequence HLA-B08:01. The binding affinity (normalized) is 0.253.